This data is from Reaction yield outcomes from USPTO patents with 853,638 reactions. The task is: Predict the reaction yield, written as a fraction of the theoretical maximum amount of product (1.0 means a 100% yield; for example, 0.34 means a 34% yield). (1) The reactants are S(O)(O)(=O)=O.[C:6](=[NH:10])([O:8][CH3:9])[NH2:7].C[O-].[Na+].[C:14]([C:16]1[CH:21]=[CH:20][CH:19]=[CH:18][C:17]=1[C:22]1[CH:27]=[CH:26][C:25]([CH2:28][CH:29]([C:35](=O)[CH2:36][CH2:37][CH3:38])[C:30](OCC)=[O:31])=[CH:24][CH:23]=1)#[N:15]. The catalyst is CO. The product is [CH3:9][O:8][C:6]1[NH:7][C:30](=[O:31])[C:29]([CH2:28][C:25]2[CH:26]=[CH:27][C:22]([C:17]3[C:16]([C:14]#[N:15])=[CH:21][CH:20]=[CH:19][CH:18]=3)=[CH:23][CH:24]=2)=[C:35]([CH2:36][CH2:37][CH3:38])[N:10]=1. The yield is 0.160. (2) The reactants are [OH:1][C:2]1[CH:10]=[CH:9][C:8]([C:11]2[N:12]([C:27]([O:29][C:30]([CH3:33])([CH3:32])[CH3:31])=[O:28])[C:13]3[C:18]([CH:19]=2)=[CH:17][C:16]([CH2:20][N:21]2[CH2:26][CH2:25][CH2:24][CH2:23][CH2:22]2)=[CH:15][CH:14]=3)=[C:7]2[C:3]=1[CH2:4][NH:5][C:6]2=[O:34].C(N(CC)CC)C.[CH3:42][C:43]1[O:47][C:46]([C:48]([F:51])([F:50])[F:49])=[C:45]([S:52](Cl)(=[O:54])=[O:53])[CH:44]=1. The catalyst is C(#N)C. The product is [F:51][C:48]([F:49])([F:50])[C:46]1[O:47][C:43]([CH3:42])=[CH:44][C:45]=1[S:52]([O:1][C:2]1[CH:10]=[CH:9][C:8]([C:11]2[N:12]([C:27]([O:29][C:30]([CH3:31])([CH3:33])[CH3:32])=[O:28])[C:13]3[C:18]([CH:19]=2)=[CH:17][C:16]([CH2:20][N:21]2[CH2:26][CH2:25][CH2:24][CH2:23][CH2:22]2)=[CH:15][CH:14]=3)=[C:7]2[C:3]=1[CH2:4][NH:5][C:6]2=[O:34])(=[O:54])=[O:53]. The yield is 0.230. (3) The reactants are Br[C:2]1[C:3](=[O:35])[N:4]([CH2:19][C@H:20]([NH:27][C:28]([O:30][C:31]([CH3:34])([CH3:33])[CH3:32])=[O:29])[CH:21]2[CH2:26][CH2:25][CH2:24][CH2:23][CH2:22]2)[C:5](=[O:18])[N:6]([CH2:9][C:10]2[C:15]([F:16])=[CH:14][CH:13]=[CH:12][C:11]=2[F:17])[C:7]=1[CH3:8].[F:36][C:37]1[C:42]([O:43][CH3:44])=[CH:41][CH:40]=[CH:39][C:38]=1B(O)O. The catalyst is [Pd].C1(P(C2C=CC=CC=2)C2C=CC=CC=2)C=CC=CC=1.C1(P(C2C=CC=CC=2)C2C=CC=CC=2)C=CC=CC=1.C1(P(C2C=CC=CC=2)C2C=CC=CC=2)C=CC=CC=1.C1(P(C2C=CC=CC=2)C2C=CC=CC=2)C=CC=CC=1.CCO.COCCOC. The product is [C:31]([O:30][C:28]([NH:27][C@H:20]([CH:21]1[CH2:26][CH2:25][CH2:24][CH2:23][CH2:22]1)[CH2:19][N:4]1[C:3](=[O:35])[C:2]([C:38]2[CH:39]=[CH:40][CH:41]=[C:42]([O:43][CH3:44])[C:37]=2[F:36])=[C:7]([CH3:8])[N:6]([CH2:9][C:10]2[C:15]([F:16])=[CH:14][CH:13]=[CH:12][C:11]=2[F:17])[C:5]1=[O:18])=[O:29])([CH3:34])([CH3:33])[CH3:32]. The yield is 0.323.